This data is from Catalyst prediction with 721,799 reactions and 888 catalyst types from USPTO. The task is: Predict which catalyst facilitates the given reaction. (1) Reactant: C[O:2][C:3](=[O:29])[CH2:4][C:5]1[CH:10]=[CH:9][C:8]([O:11][CH2:12][CH2:13][CH2:14][O:15][N:16]=[C:17]([C:19]2[CH:24]=[CH:23][C:22]([C:25]([CH3:28])([CH3:27])[CH3:26])=[CH:21][CH:20]=2)[CH3:18])=[CH:7][CH:6]=1.[OH-].[Na+]. Product: [C:25]([C:22]1[CH:21]=[CH:20][C:19]([C:17](=[N:16][O:15][CH2:14][CH2:13][CH2:12][O:11][C:8]2[CH:7]=[CH:6][C:5]([CH2:4][C:3]([OH:29])=[O:2])=[CH:10][CH:9]=2)[CH3:18])=[CH:24][CH:23]=1)([CH3:28])([CH3:26])[CH3:27]. The catalyst class is: 214. (2) Reactant: Br[C:2]1[CH:3]=[CH:4][C:5]([C:8]([O:10][CH3:11])=[O:9])=[N:6][CH:7]=1.[CH2:12]([Sn](CCCC)(CCCC)C#CC)[CH2:13][CH2:14]C. Product: [C:12]([C:2]1[CH:3]=[CH:4][C:5]([C:8]([O:10][CH3:11])=[O:9])=[N:6][CH:7]=1)#[C:13][CH3:14]. The catalyst class is: 109. (3) Reactant: [CH3:1][C:2]1[CH:7]=[CH:6][CH:5]=[C:4]([CH3:8])[C:3]=1[OH:9].Cl[C:11]([CH3:19])([CH2:13][CH2:14][C:15]([CH3:18])(Cl)[CH3:16])[CH3:12].[Cl-].[Al+3].[Cl-].[Cl-]. Product: [CH3:1][C:2]1[C:7]2[C:15]([CH3:18])([CH3:16])[CH2:14][CH2:13][C:11]([CH3:19])([CH3:12])[C:6]=2[CH:5]=[C:4]([CH3:8])[C:3]=1[OH:9]. The catalyst class is: 463. (4) Reactant: [CH3:1][O:2][C:3]1[CH:4]=[C:5]([CH2:11][CH:12]([NH:18][CH:19]=O)[CH2:13][C:14]([F:17])([F:16])[F:15])[CH:6]=[CH:7][C:8]=1[O:9][CH3:10].O=P(Cl)(Cl)Cl. Product: [CH3:1][O:2][C:3]1[CH:4]=[C:5]2[C:6](=[CH:7][C:8]=1[O:9][CH3:10])[CH:19]=[N:18][CH:12]([CH2:13][C:14]([F:15])([F:16])[F:17])[CH2:11]2. The catalyst class is: 10.